From a dataset of Peptide-MHC class I binding affinity with 185,985 pairs from IEDB/IMGT. Regression. Given a peptide amino acid sequence and an MHC pseudo amino acid sequence, predict their binding affinity value. This is MHC class I binding data. (1) The peptide sequence is LAKAIITPV. The binding affinity (normalized) is 0.378. The MHC is HLA-A02:01 with pseudo-sequence HLA-A02:01. (2) The peptide sequence is RRFQHKDGH. The MHC is HLA-B40:01 with pseudo-sequence HLA-B40:01. The binding affinity (normalized) is 0.0847.